Dataset: Full USPTO retrosynthesis dataset with 1.9M reactions from patents (1976-2016). Task: Predict the reactants needed to synthesize the given product. (1) The reactants are: [C:1]([SH:9])(=[S:8])[C:2]1[CH:7]=[CH:6][CH:5]=[CH:4][CH:3]=1.[CH:10]([C:12]1[CH:17]=[CH:16][C:15]([O:18][CH3:19])=[CH:14][CH:13]=1)=[CH2:11]. Given the product [C:1]([S:9][CH:10]([C:12]1[CH:17]=[CH:16][C:15]([O:18][CH3:19])=[CH:14][CH:13]=1)[CH3:11])(=[S:8])[C:2]1[CH:7]=[CH:6][CH:5]=[CH:4][CH:3]=1, predict the reactants needed to synthesize it. (2) Given the product [Cl:1][C:2]1[CH:3]=[CH:4][C:5]([C:8]([C:10]2[CH:15]=[CH:14][CH:13]=[CH:12][C:11]=2[F:16])([OH:9])[CH3:17])=[CH:6][CH:7]=1, predict the reactants needed to synthesize it. The reactants are: [Cl:1][C:2]1[CH:7]=[CH:6][C:5]([C:8]([C:10]2[CH:15]=[CH:14][CH:13]=[CH:12][C:11]=2[F:16])=[O:9])=[CH:4][CH:3]=1.[CH3:17][Mg]Br. (3) Given the product [Cl:1][C:2]1[C:3]([C:23]2[N:27]3[CH:28]=[CH:29][CH:30]=[CH:31][C:26]3=[N:25][CH:24]=2)=[N:4][C:5]([NH:8][C:9]2[CH:14]=[CH:13][C:12]([N:15]3[CH2:16][CH2:17][N:18]([C:35]([CH:32]4[CH2:34][CH2:33]4)=[O:36])[CH2:19][CH2:20]3)=[CH:11][C:10]=2[O:21][CH3:22])=[N:6][CH:7]=1, predict the reactants needed to synthesize it. The reactants are: [Cl:1][C:2]1[C:3]([C:23]2[N:27]3[CH:28]=[CH:29][CH:30]=[CH:31][C:26]3=[N:25][CH:24]=2)=[N:4][C:5]([NH:8][C:9]2[CH:14]=[CH:13][C:12]([N:15]3[CH2:20][CH2:19][NH:18][CH2:17][CH2:16]3)=[CH:11][C:10]=2[O:21][CH3:22])=[N:6][CH:7]=1.[CH:32]1([C:35](Cl)=[O:36])[CH2:34][CH2:33]1. (4) Given the product [CH2:1]1[N:17]2[C:18]3[C:10]([CH:11]4[CH:16]2[CH2:15][CH2:14][CH2:13][CH2:12]4)=[CH:9][CH:8]=[CH:7][C:6]=3[CH2:5][CH2:4][NH:3][CH2:2]1, predict the reactants needed to synthesize it. The reactants are: [CH2:1]1[N:17]2[C:18]3[C:10]([C:11]4[CH2:12][CH2:13][CH2:14][CH2:15][C:16]=42)=[CH:9][CH:8]=[CH:7][C:6]=3[CH2:5][CH2:4][NH:3][CH2:2]1.C([BH3-])#N.[Na+].